The task is: Predict the reaction yield, written as a fraction of the theoretical maximum amount of product (1.0 means a 100% yield; for example, 0.34 means a 34% yield).. This data is from Reaction yield outcomes from USPTO patents with 853,638 reactions. (1) The reactants are C1(P(C2C=CC=CC=2)C2C=CC=CC=2)C=CC=CC=1.BrN1C(=O)CCC1=O.[CH:28]1([CH2:33][C@H:34]([C:38]2[CH:43]=[CH:42][C:41]([S:44]([CH3:47])(=[O:46])=[O:45])=[CH:40][CH:39]=2)[C:35]([OH:37])=O)[CH2:32][CH2:31][CH2:30][CH2:29]1.[NH2:48][C:49]1[S:50][C:51]([CH3:54])=[CH:52][N:53]=1.Cl. The catalyst is C(Cl)Cl.O.C(OCC)(=O)C. The product is [CH:28]1([CH2:33][C@H:34]([C:38]2[CH:43]=[CH:42][C:41]([S:44]([CH3:47])(=[O:46])=[O:45])=[CH:40][CH:39]=2)[C:35]([NH:48][C:49]2[S:50][C:51]([CH3:54])=[CH:52][N:53]=2)=[O:37])[CH2:29][CH2:30][CH2:31][CH2:32]1. The yield is 0.560. (2) The reactants are C1(P(C2C=CC=CC=2)C2C=CC=CC=2)C=CC=CC=1.[Cl:20][C:21]1[CH:22]=[C:23]([CH:26]=[CH:27][C:28]=1[Cl:29])[CH2:24][OH:25].CC(OC(/N=N/C(OC(C)C)=O)=O)C.[O:44]=[C:45]1[CH:50]([N:51]2[C:59](=[O:60])[C:58]3[C:53](=[CH:54][CH:55]=[CH:56][C:57]=3O)[C:52]2=[O:62])[CH2:49][CH2:48][C:47](=[O:63])[NH:46]1. The catalyst is C1COCC1. The product is [Cl:20][C:21]1[CH:22]=[C:23]([CH:26]=[CH:27][C:28]=1[Cl:29])[CH2:24][O:25][C:54]1[CH:55]=[CH:56][CH:57]=[C:58]2[C:53]=1[C:52](=[O:62])[N:51]([CH:50]1[CH2:49][CH2:48][C:47](=[O:63])[NH:46][C:45]1=[O:44])[C:59]2=[O:60]. The yield is 0.260.